This data is from Peptide-MHC class I binding affinity with 185,985 pairs from IEDB/IMGT. The task is: Regression. Given a peptide amino acid sequence and an MHC pseudo amino acid sequence, predict their binding affinity value. This is MHC class I binding data. (1) The peptide sequence is YMGLVKKAK. The MHC is HLA-B18:01 with pseudo-sequence HLA-B18:01. The binding affinity (normalized) is 0.0847. (2) The binding affinity (normalized) is 0.213. The peptide sequence is HEEFTTNYL. The MHC is HLA-B15:09 with pseudo-sequence HLA-B15:09.